Dataset: Reaction yield outcomes from USPTO patents with 853,638 reactions. Task: Predict the reaction yield, written as a fraction of the theoretical maximum amount of product (1.0 means a 100% yield; for example, 0.34 means a 34% yield). (1) The reactants are [F:1][C:2]1[CH:10]=[CH:9][C:5]([C:6]([OH:8])=O)=[C:4]([NH:11][C:12]2[CH:17]=[CH:16][C:15]([I:18])=[CH:14][C:13]=2[CH3:19])[CH:3]=1.C(N(C(C)C)CC)(C)C.[C:29]([Si:33]([CH3:41])([CH3:40])[O:34][CH2:35][CH2:36][CH2:37][O:38][NH2:39])([CH3:32])([CH3:31])[CH3:30].C1CN([P+](ON2N=NC3C=CC=CC2=3)(N2CCCC2)N2CCCC2)CC1.F[P-](F)(F)(F)(F)F. The catalyst is ClCCl.CCOCC. The product is [C:29]([Si:33]([CH3:40])([CH3:41])[O:34][CH2:35][CH2:36][CH2:37][O:38][NH:39][C:6](=[O:8])[C:5]1[CH:9]=[CH:10][C:2]([F:1])=[CH:3][C:4]=1[NH:11][C:12]1[CH:17]=[CH:16][C:15]([I:18])=[CH:14][C:13]=1[CH3:19])([CH3:32])([CH3:31])[CH3:30]. The yield is 0.810. (2) The reactants are [NH2:1][CH2:2][C:3]1[CH:4]=[C:5]([CH2:9][OH:10])[CH:6]=[CH:7][CH:8]=1.[Cl:11][CH2:12][C:13](Cl)=[O:14]. No catalyst specified. The product is [Cl:11][CH2:12][C:13]([NH:1][CH2:2][C:3]1[CH:8]=[CH:7][CH:6]=[C:5]([CH2:9][OH:10])[CH:4]=1)=[O:14]. The yield is 0.320.